This data is from Reaction yield outcomes from USPTO patents with 853,638 reactions. The task is: Predict the reaction yield, written as a fraction of the theoretical maximum amount of product (1.0 means a 100% yield; for example, 0.34 means a 34% yield). The reactants are [CH3:1][N:2]1[C:7](=[O:8])[C:6]([NH:9][C:10]2[CH:15]=[CH:14][C:13]([C:16]([N:18]3[CH2:23][CH2:22][O:21][CH2:20][CH2:19]3)=[O:17])=[CH:12][N:11]=2)=[CH:5][C:4]([C:24]2[C:29]([CH:30]=[O:31])=[C:28]([N:32]3[CH2:44][CH2:43][N:35]4[C:36]5[CH2:37][CH2:38][CH2:39][CH2:40][C:41]=5[CH:42]=[C:34]4[C:33]3=[O:45])[N:27]=[CH:26][CH:25]=2)=[CH:3]1.[BH4-].[Na+]. The catalyst is CO. The product is [OH:31][CH2:30][C:29]1[C:28]([N:32]2[CH2:44][CH2:43][N:35]3[C:36]4[CH2:37][CH2:38][CH2:39][CH2:40][C:41]=4[CH:42]=[C:34]3[C:33]2=[O:45])=[N:27][CH:26]=[CH:25][C:24]=1[C:4]1[CH:5]=[C:6]([NH:9][C:10]2[CH:15]=[CH:14][C:13]([C:16]([N:18]3[CH2:23][CH2:22][O:21][CH2:20][CH2:19]3)=[O:17])=[CH:12][N:11]=2)[C:7](=[O:8])[N:2]([CH3:1])[CH:3]=1. The yield is 0.440.